This data is from Forward reaction prediction with 1.9M reactions from USPTO patents (1976-2016). The task is: Predict the product of the given reaction. (1) The product is: [NH2:25][C:2]1[C:11]2[N:12]=[C:13]([OH:24])[N:14]([CH2:15][C:16]3[CH:21]=[CH:20][C:19]([O:22][CH3:23])=[CH:18][CH:17]=3)[C:10]=2[C:9]2[CH:8]=[CH:7][CH:6]=[CH:5][C:4]=2[N:3]=1. Given the reactants Cl[C:2]1[C:11]2[N:12]=[C:13]([OH:24])[N:14]([CH2:15][C:16]3[CH:21]=[CH:20][C:19]([O:22][CH3:23])=[CH:18][CH:17]=3)[C:10]=2[C:9]2[CH:8]=[CH:7][CH:6]=[CH:5][C:4]=2[N:3]=1.[NH3:25], predict the reaction product. (2) Given the reactants Br[C:2]1[CH:14]=[N:13][C:5]2[NH:6][C:7](=[O:12])[CH2:8][CH2:9][CH:10]([OH:11])[C:4]=2[CH:3]=1.[CH3:15][N:16]([CH2:21][C:22]1[O:23][C:24]2[CH:31]=[CH:30][CH:29]=[CH:28][C:25]=2[C:26]=1[CH3:27])[C:17](=[O:20])[CH:18]=[CH2:19].C(N(C(C)C)C(C)C)C.CC1C=CC=CC=1P(C1C=CC=CC=1C)C1C=CC=CC=1C, predict the reaction product. The product is: [OH:11][CH:10]1[CH2:9][CH2:8][C:7](=[O:12])[NH:6][C:5]2[N:13]=[CH:14][C:2](/[CH:19]=[CH:18]/[C:17]([N:16]([CH3:15])[CH2:21][C:22]3[O:23][C:24]4[CH:31]=[CH:30][CH:29]=[CH:28][C:25]=4[C:26]=3[CH3:27])=[O:20])=[CH:3][C:4]1=2. (3) Given the reactants [OH-].[Na+].[CH3:3][C:4]1[CH:12]=[CH:11][CH:10]=[C:9]2[C:5]=1[CH:6]=[CH:7][NH:8]2.[C:13]1([S:19](Cl)(=[O:21])=[O:20])[CH:18]=[CH:17][CH:16]=[CH:15][CH:14]=1.O, predict the reaction product. The product is: [C:13]1([S:19]([N:8]2[C:9]3[C:5](=[C:4]([CH3:3])[CH:12]=[CH:11][CH:10]=3)[CH:6]=[CH:7]2)(=[O:21])=[O:20])[CH:18]=[CH:17][CH:16]=[CH:15][CH:14]=1. (4) Given the reactants [CH2:1]([C:3]1[CH:8]=[C:7]([CH2:9][OH:10])[CH:6]=[C:5]([CH3:11])[C:4]=1[CH2:12][CH2:13][C:14]([OH:16])=[O:15])[CH3:2], predict the reaction product. The product is: [CH2:1]([C:3]1[CH:8]=[C:7]([CH:9]=[O:10])[CH:6]=[C:5]([CH3:11])[C:4]=1[CH2:12][CH2:13][C:14]([OH:16])=[O:15])[CH3:2]. (5) Given the reactants Cl.[CH3:2][O:3][C:4]([C@@H:6]1[C@@H:10]([OH:11])[CH2:9][CH2:8][NH:7]1)=[O:5].CCN(CC)CC.[C:19](O[C:19]([O:21][C:22]([CH3:25])([CH3:24])[CH3:23])=[O:20])([O:21][C:22]([CH3:25])([CH3:24])[CH3:23])=[O:20], predict the reaction product. The product is: [CH3:2][O:3][C:4]([C@@H:6]1[C@@H:10]([OH:11])[CH2:9][CH2:8][N:7]1[C:19]([O:21][C:22]([CH3:25])([CH3:24])[CH3:23])=[O:20])=[O:5]. (6) Given the reactants C(OC([N:8]1[CH2:13][CH2:12][CH:11]([N:14]2[C:22](=[O:23])[NH:21][C:20]3[C:15]2=[N:16][C:17]([C:29]2[CH:34]=[CH:33][CH:32]=[C:31]([OH:35])[CH:30]=2)=[N:18][C:19]=3[C:24]([O:26]CC)=O)[CH2:10][CH2:9]1)=O)(C)(C)C.[NH2:36]C1C(C(OCC)=O)=NC(C2C=CC=C(O)C=2)=NC=1NC1CCN(C(OC(C)(C)C)=O)CC1, predict the reaction product. The product is: [OH:35][C:31]1[CH:30]=[C:29]([C:17]2[N:16]=[C:15]3[C:20]([NH:21][C:22](=[O:23])[N:14]3[CH:11]3[CH2:10][CH2:9][NH:8][CH2:13][CH2:12]3)=[C:19]([C:24]([NH2:36])=[O:26])[N:18]=2)[CH:34]=[CH:33][CH:32]=1. (7) Given the reactants [F:1][C:2]1([F:19])[CH2:6][CH2:5][C@@H:4]([C@@:7]([OH:18])([C:11]2[CH:16]=[CH:15][C:14]([Cl:17])=[CH:13][CH:12]=2)[C:8]([OH:10])=[O:9])[CH2:3]1.O[C@@H:21]1[CH2:25][CH2:24][N:23](C(OC(C)(C)C)=O)[CH2:22]1, predict the reaction product. The product is: [F:19][C:2]1([F:1])[CH2:6][CH2:5][C@@H:4]([C@@:7]([OH:18])([C:11]2[CH:12]=[CH:13][C:14]([Cl:17])=[CH:15][CH:16]=2)[C:8]([O:10][C@@H:21]2[CH2:25][CH2:24][NH:23][CH2:22]2)=[O:9])[CH2:3]1. (8) The product is: [F:29][C:28]([F:31])([F:30])[S:25]([O:11][CH2:10][C:9]([C:6]1[CH:5]=[CH:4][C:3]([CH:2]([F:1])[F:14])=[CH:8][CH:7]=1)([F:12])[F:13])(=[O:26])=[O:24]. Given the reactants [F:1][CH:2]([F:14])[C:3]1[CH:8]=[CH:7][C:6]([C:9]([F:13])([F:12])[CH2:10][OH:11])=[CH:5][CH:4]=1.CCN(C(C)C)C(C)C.[O:24](S(C(F)(F)F)(=O)=O)[S:25]([C:28]([F:31])([F:30])[F:29])(=O)=[O:26], predict the reaction product. (9) Given the reactants [CH3:1][Si:2]([CH3:15])([CH3:14])[CH2:3][CH2:4][O:5][CH2:6][O:7][C:8]1[CH:9]=[N:10][CH:11]=[CH:12][CH:13]=1.CCCCC.C([Li])(C)(C)C.[CH2:26]([C:28]1[CH:35]=[CH:34][C:31]([CH:32]=[O:33])=[CH:30][CH:29]=1)[CH3:27].[Cl-].[NH4+], predict the reaction product. The product is: [CH2:26]([C:28]1[CH:35]=[CH:34][C:31]([CH:32]([C:13]2[CH:12]=[CH:11][N:10]=[CH:9][C:8]=2[O:7][CH2:6][O:5][CH2:4][CH2:3][Si:2]([CH3:15])([CH3:14])[CH3:1])[OH:33])=[CH:30][CH:29]=1)[CH3:27].